This data is from Forward reaction prediction with 1.9M reactions from USPTO patents (1976-2016). The task is: Predict the product of the given reaction. (1) Given the reactants FC(F)(F)C(O)=O.[CH:8]1([CH2:11][N:12]2[C:18](=[O:19])[C@H:17]([NH:20]C(=O)OC(C)(C)C)[CH2:16][S:15][C@@H:14]([C:28]3[CH:33]=[CH:32][CH:31]=[CH:30][CH:29]=3)[CH2:13]2)[CH2:10][CH2:9]1, predict the reaction product. The product is: [NH2:20][C@@H:17]1[CH2:16][S:15][C@@H:14]([C:28]2[CH:33]=[CH:32][CH:31]=[CH:30][CH:29]=2)[CH2:13][N:12]([CH2:11][CH:8]2[CH2:10][CH2:9]2)[C:18]1=[O:19]. (2) Given the reactants [CH3:1][C:2]1[N:3]=[C:4]([NH2:7])[S:5][CH:6]=1.[F:8][C:9]([F:17])([F:16])[S:10][S:10][C:9]([F:17])([F:16])[F:8], predict the reaction product. The product is: [CH3:1][C:2]1[N:3]=[C:4]([NH2:7])[S:5][C:6]=1[S:10][C:9]([F:17])([F:16])[F:8]. (3) Given the reactants [C:1]([O:5][C:6]([C:8]1([CH2:22][CH:23]2[CH2:25][O:24]2)[CH2:12][C:11](=[O:13])[N:10]([C@@H:14]([C:16]2[CH:21]=[CH:20][CH:19]=[CH:18][CH:17]=2)[CH3:15])[CH2:9]1)=[O:7])([CH3:4])([CH3:3])[CH3:2].C[Si](C)(C)[N-][Si](C)(C)C.[Li+], predict the reaction product. The product is: [C:1]([O:5][C:6]([C@@:8]12[CH2:22][CH:23]([OH:24])[CH2:25][C@@H:12]1[C:11](=[O:13])[N:10]([C@@H:14]([C:16]1[CH:21]=[CH:20][CH:19]=[CH:18][CH:17]=1)[CH3:15])[CH2:9]2)=[O:7])([CH3:2])([CH3:4])[CH3:3].